Task: Predict the reactants needed to synthesize the given product.. Dataset: Retrosynthesis with 50K atom-mapped reactions and 10 reaction types from USPTO (1) Given the product CCCCCCCCCCCCCCCC(=O)Nc1ccc(C(=O)OCC)cc1F, predict the reactants needed to synthesize it. The reactants are: CCCCCCCCCCCCCCCC(=O)Cl.CCOC(=O)c1ccc(N)c(F)c1. (2) Given the product Brc1ccc(OCCOCc2ccccc2)nc1, predict the reactants needed to synthesize it. The reactants are: Brc1ccc(Br)nc1.OCCOCc1ccccc1. (3) Given the product CN(Cc1nc(CNc2ccccc2)cn1-c1ccc(Cl)cc1)c1ccc(F)cc1, predict the reactants needed to synthesize it. The reactants are: CN(Cc1nc(C(=O)Nc2ccccc2)cn1-c1ccc(Cl)cc1)c1ccc(F)cc1. (4) Given the product CCCc1nn(C)c2c(=O)n(CCCNc3ccc(SC(C)(C)C(=O)OCC)cc3)c(C)nc12, predict the reactants needed to synthesize it. The reactants are: CCCc1nn(C)c2c(=O)n(CCCBr)c(C)nc12.CCOC(=O)C(C)(C)Sc1ccc(N)cc1. (5) Given the product O=C(CCc1oc(-n2cnc3ccccc32)nc1-c1ccc(Cl)cc1)N1CCS(=O)C1, predict the reactants needed to synthesize it. The reactants are: O=C(CCc1oc(-n2cnc3ccccc32)nc1-c1ccc(Cl)cc1)N1CCSC1.O=C(OO)c1cccc(Cl)c1. (6) The reactants are: N#CC1(c2ccc(OCCCN3CCSCC3)cc2)CCOCC1. Given the product NCC1(c2ccc(OCCCN3CCSCC3)cc2)CCOCC1, predict the reactants needed to synthesize it. (7) Given the product COCCCOS(=O)(=O)c1ccc(C)cc1, predict the reactants needed to synthesize it. The reactants are: COCCCO.Cc1ccc(S(=O)(=O)Cl)cc1.